From a dataset of Forward reaction prediction with 1.9M reactions from USPTO patents (1976-2016). Predict the product of the given reaction. (1) Given the reactants [C:1]([O:6][CH3:7])(=[O:5])[C:2]([CH3:4])=[CH2:3].[C:8]([O:13][CH2:14][C:15]1[CH:20]=[CH:19][CH:18]=[CH:17][CH:16]=1)(=[O:12])[C:9]([CH3:11])=[CH2:10].[C:21]([OH:26])(=[O:25])[C:22]([CH3:24])=[CH2:23].N(C(C)(C)C(OC)=O)=NC(C)(C)C(OC)=O, predict the reaction product. The product is: [C:1]([O:6][CH3:7])(=[O:5])[C:2]([CH3:4])=[CH2:3].[C:8]([O:13][CH2:14][C:15]1[CH:16]=[CH:17][CH:18]=[CH:19][CH:20]=1)(=[O:12])[C:9]([CH3:11])=[CH2:10].[C:21]([OH:26])(=[O:25])[C:22]([CH3:24])=[CH2:23]. (2) The product is: [F:18][C:19]([F:32])([F:31])[S:20]([O:1][C:2]1[CH2:6][CH2:5][CH:4]([N:7]2[C:8](=[O:17])[C:9]3[C:14](=[CH:13][CH:12]=[CH:11][CH:10]=3)[C:15]2=[O:16])[CH:3]=1)(=[O:22])=[O:21]. Given the reactants [O:1]=[C:2]1[CH2:6][CH2:5][CH:4]([N:7]2[C:15](=[O:16])[C:14]3[C:9](=[CH:10][CH:11]=[CH:12][CH:13]=3)[C:8]2=[O:17])[CH2:3]1.[F:18][C:19]([F:32])([F:31])[S:20](O[S:20]([C:19]([F:32])([F:31])[F:18])(=[O:22])=[O:21])(=[O:22])=[O:21].C(N(CC)C(C)C)(C)C, predict the reaction product.